This data is from Forward reaction prediction with 1.9M reactions from USPTO patents (1976-2016). The task is: Predict the product of the given reaction. (1) Given the reactants [Cl:1][C:2]1[N:3]=[C:4](Cl)[C:5]2[S:10][CH:9]=[CH:8][C:6]=2[N:7]=1.C([Sn](CCCC)(CCCC)[C:17]1[O:18][CH:19]=[CH:20][CH:21]=1)CCC, predict the reaction product. The product is: [Cl:1][C:2]1[N:3]=[C:4]([C:17]2[O:18][CH:19]=[CH:20][CH:21]=2)[C:5]2[S:10][CH:9]=[CH:8][C:6]=2[N:7]=1. (2) Given the reactants C(OC([NH:8][C:9]1[S:13][C:12]([C:14]2[CH:29]=[CH:28][C:17]([C:18]([O:20][CH2:21][C:22]3[CH:27]=[CH:26][CH:25]=[CH:24][CH:23]=3)=[O:19])=[CH:16][CH:15]=2)=[CH:11][C:10]=1[C:30]([N:32]1[CH2:37][CH2:36][CH:35]([N:38]2[CH2:50][CH2:49][CH2:48][C:40]3([C:44](=[O:45])[O:43][C:42]([CH3:47])([CH3:46])[CH2:41]3)[CH2:39]2)[CH2:34][CH2:33]1)=[O:31])=O)(C)(C)C.C(=O)([O-])O.[Na+], predict the reaction product. The product is: [NH2:8][C:9]1[S:13][C:12]([C:14]2[CH:15]=[CH:16][C:17]([C:18]([O:20][CH2:21][C:22]3[CH:23]=[CH:24][CH:25]=[CH:26][CH:27]=3)=[O:19])=[CH:28][CH:29]=2)=[CH:11][C:10]=1[C:30]([N:32]1[CH2:33][CH2:34][CH:35]([N:38]2[CH2:50][CH2:49][CH2:48][C:40]3([C:44](=[O:45])[O:43][C:42]([CH3:47])([CH3:46])[CH2:41]3)[CH2:39]2)[CH2:36][CH2:37]1)=[O:31]. (3) Given the reactants [C:1]([O:5][CH:6]([C:11]1[C:16]([CH3:17])=[CH:15][CH:14]=[C:13](OS(C(F)(F)F)(=O)=O)[C:12]=1[C:26]1[CH:27]=[CH:28][C:29]2[O:34][CH2:33][CH2:32][CH2:31][C:30]=2[CH:35]=1)C(OC)=O)([CH3:4])([CH3:3])[CH3:2].[CH:36](/B(O)O)=[CH:37]/[CH3:38].[C:42](=[O:45])([O-])[O-:43].[K+].[K+].O1CCOC[CH2:49]1, predict the reaction product. The product is: [CH3:49][O:43][C:42](=[O:45])[CH:6]([O:5][C:1]([CH3:2])([CH3:3])[CH3:4])[C:11]1[C:16]([CH3:17])=[CH:15][CH:14]=[C:13](/[CH:36]=[CH:37]\[CH3:38])[C:12]=1[C:26]1[CH:35]=[C:30]2[C:29](=[CH:28][CH:27]=1)[O:34][CH2:33][CH2:32][CH2:31]2. (4) Given the reactants [N:1]1[CH:6]=[CH:5][CH:4]=[CH:3][C:2]=1[CH2:7][N:8]([C:16]1[CH:21]=[C:20]([C:22]([F:25])([F:24])[F:23])[CH:19]=[C:18]([Br:26])[N:17]=1)[CH2:9][C:10]1[CH:15]=[CH:14][CH:13]=[CH:12][N:11]=1.[Cl:27]N1C(=O)CCC1=O.O, predict the reaction product. The product is: [N:11]1[CH:12]=[CH:13][CH:14]=[CH:15][C:10]=1[CH2:9][N:8]([C:16]1[CH:21]=[C:20]([C:22]([F:25])([F:24])[F:23])[C:19]([Cl:27])=[C:18]([Br:26])[N:17]=1)[CH2:7][C:2]1[CH:3]=[CH:4][CH:5]=[CH:6][N:1]=1. (5) Given the reactants [CH2:1]([O:23][C:24]1[CH:25]=[C:26]([CH:38]=[C:39]([O:41][CH2:42][CH2:43][CH2:44][CH2:45][CH2:46][CH2:47][CH2:48][CH2:49][CH2:50][CH2:51][CH2:52][CH2:53][CH2:54][CH2:55][CH2:56][CH2:57][CH2:58][CH2:59][CH2:60][CH2:61][CH2:62][CH3:63])[CH:40]=1)[CH2:27][C:28]1[CH:35]=[C:34]([O:36][CH3:37])[CH:33]=[CH:32][C:29]=1[CH:30]=[O:31])[CH2:2][CH2:3][CH2:4][CH2:5][CH2:6][CH2:7][CH2:8][CH2:9][CH2:10][CH2:11][CH2:12][CH2:13][CH2:14][CH2:15][CH2:16][CH2:17][CH2:18][CH2:19][CH2:20][CH2:21][CH3:22].[BH4-].[Na+].Cl, predict the reaction product. The product is: [CH2:42]([O:41][C:39]1[CH:38]=[C:26]([CH:25]=[C:24]([O:23][CH2:1][CH2:2][CH2:3][CH2:4][CH2:5][CH2:6][CH2:7][CH2:8][CH2:9][CH2:10][CH2:11][CH2:12][CH2:13][CH2:14][CH2:15][CH2:16][CH2:17][CH2:18][CH2:19][CH2:20][CH2:21][CH3:22])[CH:40]=1)[CH2:27][C:28]1[CH:35]=[C:34]([O:36][CH3:37])[CH:33]=[CH:32][C:29]=1[CH2:30][OH:31])[CH2:43][CH2:44][CH2:45][CH2:46][CH2:47][CH2:48][CH2:49][CH2:50][CH2:51][CH2:52][CH2:53][CH2:54][CH2:55][CH2:56][CH2:57][CH2:58][CH2:59][CH2:60][CH2:61][CH2:62][CH3:63]. (6) Given the reactants [CH:1]12[CH:9]([C:10]3[CH:23]=[CH:22][C:13]([O:14][CH2:15][C@H:16]4[O:20][C:19]([NH2:21])=[N:18][CH2:17]4)=[CH:12][CH:11]=3)[CH:5]([CH2:6][CH2:7][CH2:8]1)[CH2:4][CH2:3][CH2:2]2.C([O:26][C:27](=O)[C:28]#[C:29][CH2:30][CH:31]([CH3:33])[CH3:32])C, predict the reaction product. The product is: [CH:1]12[CH:9]([C:10]3[CH:23]=[CH:22][C:13]([O:14][CH2:15][C@H:16]4[O:20][C:19]5=[N:21][C:27](=[O:26])[CH:28]=[C:29]([CH2:30][CH:31]([CH3:33])[CH3:32])[N:18]5[CH2:17]4)=[CH:12][CH:11]=3)[CH:5]([CH2:4][CH2:3][CH2:2]1)[CH2:6][CH2:7][CH2:8]2.